From a dataset of Peptide-MHC class II binding affinity with 134,281 pairs from IEDB. Regression. Given a peptide amino acid sequence and an MHC pseudo amino acid sequence, predict their binding affinity value. This is MHC class II binding data. The peptide sequence is SGITLKQATTAPCAV. The MHC is DRB4_0101 with pseudo-sequence DRB4_0103. The binding affinity (normalized) is 0.379.